The task is: Predict the reaction yield, written as a fraction of the theoretical maximum amount of product (1.0 means a 100% yield; for example, 0.34 means a 34% yield).. This data is from Reaction yield outcomes from USPTO patents with 853,638 reactions. The reactants are [C:1]([O:4][C@@H:5]([CH2:8][CH2:9][C:10]1[CH:15]=[CH:14][CH:13]=[CH:12][C:11]=1[O:16]C)[CH2:6][Br:7])(=[O:3])[CH3:2].B(Br)(Br)Br. The catalyst is C(Cl)Cl. The product is [C:1]([O:4][C@@H:5]([CH2:8][CH2:9][C:10]1[CH:15]=[CH:14][CH:13]=[CH:12][C:11]=1[OH:16])[CH2:6][Br:7])(=[O:3])[CH3:2]. The yield is 1.00.